This data is from Peptide-MHC class I binding affinity with 185,985 pairs from IEDB/IMGT. The task is: Regression. Given a peptide amino acid sequence and an MHC pseudo amino acid sequence, predict their binding affinity value. This is MHC class I binding data. The peptide sequence is RLADEGLNRR. The MHC is Patr-A0101 with pseudo-sequence Patr-A0101. The binding affinity (normalized) is 0.243.